From a dataset of Full USPTO retrosynthesis dataset with 1.9M reactions from patents (1976-2016). Predict the reactants needed to synthesize the given product. (1) Given the product [CH2:37]([O:39][C:40](=[O:49])[CH2:41][C:42]1[CH:43]=[N:44][CH:45]=[C:46]([C:27]2[CH:26]=[CH:25][C:17]([C:18](=[O:19])[NH:20][C:21]([CH3:22])([CH3:23])[CH3:24])=[CH:16][C:15]=2[CH2:14][N:8]([CH2:1][C:2]2[CH:7]=[CH:6][CH:5]=[CH:4][CH:3]=2)[C:9]([CH:11]2[CH2:12][CH2:13]2)=[O:10])[CH:47]=1)[CH3:38], predict the reactants needed to synthesize it. The reactants are: [CH2:1]([N:8]([CH2:14][C:15]1[CH:16]=[C:17]([CH:25]=[CH:26][C:27]=1B1OC(C)(C)C(C)(C)O1)[C:18]([NH:20][C:21]([CH3:24])([CH3:23])[CH3:22])=[O:19])[C:9]([CH:11]1[CH2:13][CH2:12]1)=[O:10])[C:2]1[CH:7]=[CH:6][CH:5]=[CH:4][CH:3]=1.[CH2:37]([O:39][C:40](=[O:49])[CH2:41][C:42]1[CH:43]=[N:44][CH:45]=[C:46](Br)[CH:47]=1)[CH3:38]. (2) The reactants are: C([Si](C)(C)O[C:7]1[CH2:13][CH2:12][CH2:11][CH2:10][C:9](=[CH:14][C:15]2[CH:20]=[CH:19][CH:18]=[CH:17][C:16]=2[CH3:21])[CH:8]=1)(C)(C)C.C1C[O:27]CC1. Given the product [CH3:21][C:16]1[CH:17]=[CH:18][CH:19]=[CH:20][C:15]=1[CH2:14][C:9]1[C:8](=[O:27])[CH2:7][CH2:13][CH2:12][CH2:11][CH:10]=1, predict the reactants needed to synthesize it.